Dataset: Forward reaction prediction with 1.9M reactions from USPTO patents (1976-2016). Task: Predict the product of the given reaction. The product is: [CH3:1][O:2][C:3]1[CH:4]=[C:5]2[C:10](=[C:11]([NH:13][S:20]([C:16]3[CH:15]=[N:14][CH:19]=[CH:18][CH:17]=3)(=[O:22])=[O:21])[CH:12]=1)[N:9]=[CH:8][CH:7]=[CH:6]2. Given the reactants [CH3:1][O:2][C:3]1[CH:4]=[C:5]2[C:10](=[C:11]([NH2:13])[CH:12]=1)[N:9]=[CH:8][CH:7]=[CH:6]2.[N:14]1[CH:19]=[CH:18][CH:17]=[C:16]([S:20](Cl)(=[O:22])=[O:21])[CH:15]=1, predict the reaction product.